From a dataset of Reaction yield outcomes from USPTO patents with 853,638 reactions. Predict the reaction yield, written as a fraction of the theoretical maximum amount of product (1.0 means a 100% yield; for example, 0.34 means a 34% yield). (1) The reactants are [NH2:1][C:2]1[CH:3]=[C:4]([CH:21]=[CH:22][C:23]=1[O:24][CH3:25])[O:5][C:6]1[CH:7]=[CH:8][C:9]2[N:10]([CH:12]=[C:13]([NH:15][C:16]([CH:18]3[CH2:20][CH2:19]3)=[O:17])[N:14]=2)[N:11]=1.[CH3:26][N:27]1[C:31]([C:32](Cl)=[O:33])=[CH:30][C:29]([CH3:35])=[N:28]1. The catalyst is CN(C)C(=O)C. The product is [CH:18]1([C:16]([NH:15][C:13]2[N:14]=[C:9]3[CH:8]=[CH:7][C:6]([O:5][C:4]4[CH:21]=[CH:22][C:23]([O:24][CH3:25])=[C:2]([NH:1][C:32]([C:31]5[N:27]([CH3:26])[N:28]=[C:29]([CH3:35])[CH:30]=5)=[O:33])[CH:3]=4)=[N:11][N:10]3[CH:12]=2)=[O:17])[CH2:20][CH2:19]1. The yield is 0.540. (2) The reactants are N#N.Br[C:4]1[CH:5]=[C:6]2[C:11](=[CH:12][CH:13]=1)[C:10](=[O:14])[N:9]([CH3:15])[CH:8]=[CH:7]2.[CH3:16][C:17]1([CH3:33])[C:21]([CH3:23])([CH3:22])[O:20][B:19]([B:19]2[O:20][C:21]([CH3:23])([CH3:22])[C:17]([CH3:33])([CH3:16])[O:18]2)[O:18]1.CC([O-])=O.[K+]. The catalyst is O1CCOCC1.C1C=CC(P(C2C=CC=CC=2)[C-]2C=CC=C2)=CC=1.C1C=CC(P(C2C=CC=CC=2)[C-]2C=CC=C2)=CC=1.Cl[Pd]Cl.[Fe+2]. The product is [CH3:15][N:9]1[CH:8]=[CH:7][C:6]2[C:11](=[CH:12][CH:13]=[C:4]([B:19]3[O:20][C:21]([CH3:23])([CH3:22])[C:17]([CH3:33])([CH3:16])[O:18]3)[CH:5]=2)[C:10]1=[O:14]. The yield is 0.750. (3) The reactants are [CH3:1]C(C)([O-])C.[K+].[Cl:7][C:8]1[C:13]([Cl:14])=[CH:12][C:11]([CH:15]=O)=[CH:10][N:9]=1. The catalyst is [Br-].C[P+](C1C=CC=CC=1)(C1C=CC=CC=1)C1C=CC=CC=1.C1(C)C=CC=CC=1.O1CCCC1.[Cl-].[Na+].O.C(OCC)(=O)C. The product is [Cl:7][C:8]1[C:13]([Cl:14])=[CH:12][C:11]([CH:15]=[CH2:1])=[CH:10][N:9]=1. The yield is 0.700. (4) The reactants are [CH2:1]([C@@H:4]1[S:9](=[O:11])(=[O:10])[C:8]([CH3:13])([CH3:12])[C:7]([NH:14][C:15](=[O:21])[O:16][C:17]([CH3:20])([CH3:19])[CH3:18])=[N:6][C@@:5]1([C:23]1[CH:28]=[C:27]([N+:29]([O-:31])=[O:30])[CH:26]=[CH:25][C:24]=1[F:32])[CH3:22])[CH:2]=[CH2:3].[C:33](O[C:33]([O:35][C:36]([CH3:39])([CH3:38])[CH3:37])=[O:34])([O:35][C:36]([CH3:39])([CH3:38])[CH3:37])=[O:34].C(N(CC)CC)C. The catalyst is CN(C1C=CN=CC=1)C.C(Cl)Cl. The product is [CH2:1]([C@H:4]1[C@:5]([C:23]2[CH:28]=[C:27]([N+:29]([O-:31])=[O:30])[CH:26]=[CH:25][C:24]=2[F:32])([CH3:22])[N:6]=[C:7]([N:14]([C:33]([O:35][C:36]([CH3:39])([CH3:38])[CH3:37])=[O:34])[C:15](=[O:21])[O:16][C:17]([CH3:20])([CH3:18])[CH3:19])[C:8]([CH3:12])([CH3:13])[S:9]1(=[O:11])=[O:10])[CH:2]=[CH2:3]. The yield is 0.820. (5) The reactants are C(OC1C=CC2SC([NH:12][C:13]([C:15]3[O:16][C:17]4[C:22]([C:23](=[O:25])[CH:24]=3)=[CH:21][CH:20]=[CH:19][C:18]=4[N:26]3[CH2:31][CH2:30][N:29]([CH3:32])[CH2:28][CH2:27]3)=[O:14])=NC=2C=1)C.N[C:35]1[CH:40]=[CH:39][C:38]([N:41]2[CH2:46][CH2:45][N:44]([C:47](=[O:50])[CH2:48][CH3:49])[CH2:43][CH2:42]2)=[CH:37][CH:36]=1.[O:51]1CCN(C2C=CC(N)=CC=2)[CH2:53][CH2:52]1. No catalyst specified. The product is [C:47]([N:44]1[CH2:45][CH2:46][N:41]([C:38]2[CH:39]=[CH:40][C:35]([NH:12][C:13]([C:15]3[O:16][C:17]4[C:22]([C:23](=[O:25])[CH:24]=3)=[CH:21][C:20]([O:51][CH2:52][CH3:53])=[CH:19][C:18]=4[N:26]3[CH2:27][CH2:28][N:29]([CH3:32])[CH2:30][CH2:31]3)=[O:14])=[CH:36][CH:37]=2)[CH2:42][CH2:43]1)(=[O:50])[CH2:48][CH3:49]. The yield is 0.120.